Task: Regression. Given a peptide amino acid sequence and an MHC pseudo amino acid sequence, predict their binding affinity value. This is MHC class I binding data.. Dataset: Peptide-MHC class I binding affinity with 185,985 pairs from IEDB/IMGT (1) The peptide sequence is KILSDENYL. The binding affinity (normalized) is 0.137. The MHC is HLA-A31:01 with pseudo-sequence HLA-A31:01. (2) The peptide sequence is QIIEQLIKK. The MHC is HLA-A02:06 with pseudo-sequence HLA-A02:06. The binding affinity (normalized) is 0. (3) The peptide sequence is NIADAARHY. The MHC is HLA-A68:01 with pseudo-sequence HLA-A68:01. The binding affinity (normalized) is 0.432. (4) The peptide sequence is AYYWNQNGF. The MHC is HLA-B58:01 with pseudo-sequence HLA-B58:01. The binding affinity (normalized) is 0.0847. (5) The peptide sequence is KRASGDPYF. The MHC is HLA-A26:01 with pseudo-sequence HLA-A26:01. The binding affinity (normalized) is 0.0847.